From a dataset of Forward reaction prediction with 1.9M reactions from USPTO patents (1976-2016). Predict the product of the given reaction. (1) Given the reactants Cl[C:2]1[C:3]2[N:4]([C:14]([C:21]3[CH:26]=[CH:25][CH:24]=[CH:23][C:22]=3[CH3:27])=[N:15][C:16]=2[C:17]([F:20])([F:19])[F:18])[C:5]2[N:11]=[C:10]([O:12][CH3:13])[CH:9]=[CH:8][C:6]=2[N:7]=1.[CH3:28][S:29](Cl)(=[O:31])=[O:30].[N:33]1C=CC=CC=1, predict the reaction product. The product is: [CH3:13][O:12][C:10]1[CH:9]=[CH:8][C:6]2[N:7]=[C:2]([NH:33][S:29]([CH3:28])(=[O:31])=[O:30])[C:3]3[N:4]([C:14]([C:21]4[CH:26]=[CH:25][CH:24]=[CH:23][C:22]=4[CH3:27])=[N:15][C:16]=3[C:17]([F:20])([F:19])[F:18])[C:5]=2[N:11]=1. (2) Given the reactants C(OC([NH:8][CH2:9][CH2:10][S:11][C:12]1[CH:17]=[CH:16][CH:15]=[C:14]([CH:18]([C:27]2[NH:31][C:30]3[CH:32]=[CH:33][CH:34]=[CH:35][C:29]=3[N:28]=2)[O:19][CH:20]2[CH2:25][CH2:24][N:23]([CH3:26])[CH2:22][CH2:21]2)[CH:13]=1)=O)(C)(C)C.FC(F)(F)C(O)=O.O.[OH-].[Na+], predict the reaction product. The product is: [NH:28]1[C:29]2[CH:35]=[CH:34][CH:33]=[CH:32][C:30]=2[N:31]=[C:27]1[CH:18]([O:19][CH:20]1[CH2:25][CH2:24][N:23]([CH3:26])[CH2:22][CH2:21]1)[C:14]1[CH:13]=[C:12]([S:11][CH2:10][CH2:9][NH2:8])[CH:17]=[CH:16][CH:15]=1. (3) Given the reactants [CH2:1]([N:8]1[C:16]2[C:11](=[CH:12][C:13]([N+:17]([O-])=O)=[CH:14][CH:15]=2)[C:10]([C:20]2[CH:25]=[CH:24][CH:23]=[CH:22][CH:21]=2)=[C:9]1[C:26]([O:28][CH2:29][CH3:30])=[O:27])[C:2]1[CH:7]=[CH:6][CH:5]=[CH:4][CH:3]=1.NN, predict the reaction product. The product is: [NH2:17][C:13]1[CH:12]=[C:11]2[C:16](=[CH:15][CH:14]=1)[N:8]([CH2:1][C:2]1[CH:7]=[CH:6][CH:5]=[CH:4][CH:3]=1)[C:9]([C:26]([O:28][CH2:29][CH3:30])=[O:27])=[C:10]2[C:20]1[CH:21]=[CH:22][CH:23]=[CH:24][CH:25]=1. (4) Given the reactants [Cl:1][C:2]1[CH:30]=[CH:29][C:5]([O:6][CH2:7][C@H:8](O)[CH2:9][O:10][C:11]2[CH:12]=[C:13]([CH2:17][C@H:18]([O:24][CH:25]([CH3:27])[CH3:26])[C:19]([O:21][CH2:22][CH3:23])=[O:20])[CH:14]=[CH:15][CH:16]=2)=[C:4]([C:31]#[N:32])[CH:3]=1.C(N(S(F)(F)[F:39])CC)C.O.[Cl-].[Na+], predict the reaction product. The product is: [Cl:1][C:2]1[CH:30]=[CH:29][C:5]([O:6][CH2:7][C@@H:8]([F:39])[CH2:9][O:10][C:11]2[CH:12]=[C:13]([CH2:17][C@H:18]([O:24][CH:25]([CH3:27])[CH3:26])[C:19]([O:21][CH2:22][CH3:23])=[O:20])[CH:14]=[CH:15][CH:16]=2)=[C:4]([C:31]#[N:32])[CH:3]=1.